From a dataset of Full USPTO retrosynthesis dataset with 1.9M reactions from patents (1976-2016). Predict the reactants needed to synthesize the given product. (1) The reactants are: O1CCOCC1.[ClH:7].[O:8]=[C:9]1[NH:13][C:12](=[O:14])[O:11][N:10]1[CH2:15][C:16]1[CH:49]=[CH:48][C:19]([O:20][CH2:21][C:22]2[C:23]([CH3:47])=[C:24]([C:28]3[CH:33]=[CH:32][C:31]([O:34][CH2:35][CH2:36][CH2:37][NH:38]C(=O)OC(C)(C)C)=[CH:30][C:29]=3[CH3:46])[CH:25]=[CH:26][CH:27]=2)=[CH:18][CH:17]=1. Given the product [ClH:7].[NH2:38][CH2:37][CH2:36][CH2:35][O:34][C:31]1[CH:32]=[CH:33][C:28]([C:24]2[CH:25]=[CH:26][CH:27]=[C:22]([CH2:21][O:20][C:19]3[CH:48]=[CH:49][C:16]([CH2:15][N:10]4[C:9](=[O:8])[NH:13][C:12](=[O:14])[O:11]4)=[CH:17][CH:18]=3)[C:23]=2[CH3:47])=[C:29]([CH3:46])[CH:30]=1, predict the reactants needed to synthesize it. (2) Given the product [CH2:1]([O:3][C:4]([C:6]1[C:7]([CH2:14][N:15]2[C:16](=[O:25])[C:17]3[C:22](=[CH:21][CH:20]=[CH:19][CH:18]=3)[C:23]2=[O:24])=[N:8][N:9]([C:31]2[CH:32]=[CH:33][CH:34]=[C:29]([O:28][C:27]([F:26])([F:38])[F:39])[CH:30]=2)[C:10]=1[CH:11]1[CH2:13][CH2:12]1)=[O:5])[CH3:2], predict the reactants needed to synthesize it. The reactants are: [CH2:1]([O:3][C:4]([C:6]1[C:7]([CH2:14][N:15]2[C:23](=[O:24])[C:22]3[C:17](=[CH:18][CH:19]=[CH:20][CH:21]=3)[C:16]2=[O:25])=[N:8][NH:9][C:10]=1[CH:11]1[CH2:13][CH2:12]1)=[O:5])[CH3:2].[F:26][C:27]([F:39])([F:38])[O:28][C:29]1[CH:30]=[C:31](B(O)O)[CH:32]=[CH:33][CH:34]=1.